Dataset: Retrosynthesis with 50K atom-mapped reactions and 10 reaction types from USPTO. Task: Predict the reactants needed to synthesize the given product. Given the product CSc1ncccc1C(=O)N[C@H](c1ccccc1)C12CCC(CC1)N2C, predict the reactants needed to synthesize it. The reactants are: CN1C2CCC1([C@H](N)c1ccccc1)CC2.CSc1ncccc1C(=O)O.